From a dataset of Full USPTO retrosynthesis dataset with 1.9M reactions from patents (1976-2016). Predict the reactants needed to synthesize the given product. (1) Given the product [O:1]1[C:5]2[CH:6]=[CH:7][CH:8]=[CH:9][C:4]=2[N:3]=[C:2]1[C:10]([C@@H:12]([NH:15][C:16](=[O:39])[C@@H:17]([NH:29][C:30]1[CH:35]=[CH:34][CH:33]=[CH:32][C:31]=1[N+:36]([O-:38])=[O:37])[CH2:18][S:19]([CH2:22][C:23]1[CH:24]=[CH:25][CH:26]=[CH:27][CH:28]=1)(=[O:21])=[O:20])[CH2:13][CH3:14])=[O:11], predict the reactants needed to synthesize it. The reactants are: [O:1]1[C:5]2[CH:6]=[CH:7][CH:8]=[CH:9][C:4]=2[N:3]=[C:2]1[CH:10]([C@@H:12]([NH:15][C:16](=[O:39])[C@@H:17]([NH:29][C:30]1[CH:35]=[CH:34][CH:33]=[CH:32][C:31]=1[N+:36]([O-:38])=[O:37])[CH2:18][S:19]([CH2:22][C:23]1[CH:28]=[CH:27][CH:26]=[CH:25][CH:24]=1)(=[O:21])=[O:20])[CH2:13][CH3:14])[OH:11].CC(OI1(OC(C)=O)(OC(C)=O)OC(=O)C2C=CC=CC1=2)=O.[O-]S([O-])(=S)=O.[Na+].[Na+]. (2) The reactants are: [CH:1]([C:3]1[N:8]=[C:7]([C:9]([F:12])([F:11])[F:10])[N:6]=[C:5]([O:13][CH:14]2[CH2:19][CH2:18][N:17]([C:20]([O:22][C:23]([CH3:26])([CH3:25])[CH3:24])=[O:21])[CH2:16][CH2:15]2)[CH:4]=1)=[O:2].[BH4-].[Na+]. Given the product [OH:2][CH2:1][C:3]1[N:8]=[C:7]([C:9]([F:11])([F:10])[F:12])[N:6]=[C:5]([O:13][CH:14]2[CH2:19][CH2:18][N:17]([C:20]([O:22][C:23]([CH3:26])([CH3:25])[CH3:24])=[O:21])[CH2:16][CH2:15]2)[CH:4]=1, predict the reactants needed to synthesize it. (3) Given the product [Cl:16][C:17]1[N:18]([CH2:25][C@@:26]([CH3:29])([OH:27])[CH2:28][N:11]2[CH2:10][CH2:9][CH:8]([C:2]3[CH:7]=[CH:6][CH:5]=[CH:4][CH:3]=3)[CH2:13][CH2:12]2)[CH:19]=[C:20]([N+:22]([O-:24])=[O:23])[N:21]=1, predict the reactants needed to synthesize it. The reactants are: Cl.[C:2]1([CH:8]2[CH2:13][CH2:12][NH:11][CH2:10][CH2:9]2)[CH:7]=[CH:6][CH:5]=[CH:4][CH:3]=1.[OH-].[Na+].[Cl:16][C:17]1[N:18]([CH2:25][C@:26]2([CH3:29])[CH2:28][O:27]2)[CH:19]=[C:20]([N+:22]([O-:24])=[O:23])[N:21]=1.CN(C=O)C. (4) Given the product [CH3:34][N:25]([CH2:24][C:22]1[CH:21]=[N:20][CH:19]=[C:18]([C:14]2[CH:15]=[N:16][C:17]3[NH:8][CH2:9][CH2:10][CH2:11][C:12]=3[CH:13]=2)[CH:23]=1)[C:26]([CH:28]1[CH2:33][CH2:32][O:31][CH2:30][CH2:29]1)=[O:27], predict the reactants needed to synthesize it. The reactants are: C(OC([N:8]1[C:17]2[C:12](=[CH:13][C:14]([C:18]3[CH:19]=[N:20][CH:21]=[C:22]([CH2:24][N:25]([CH3:34])[C:26]([CH:28]4[CH2:33][CH2:32][O:31][CH2:30][CH2:29]4)=[O:27])[CH:23]=3)=[CH:15][N:16]=2)[CH2:11][CH2:10][CH2:9]1)=O)(C)(C)C.FC(F)(F)C(O)=O. (5) The reactants are: [Cl:1][C:2]1[CH:9]=[CH:8][C:5]([C:6]#[N:7])=[C:4]([CH3:10])[CH:3]=1.[C:11]1([Mg]Br)[CH:16]=[CH:15][CH:14]=[CH:13][CH:12]=1. Given the product [Cl:1][C:2]1[CH:9]=[CH:8][C:5]([CH:6]([C:11]2[CH:16]=[CH:15][CH:14]=[CH:13][CH:12]=2)[NH2:7])=[C:4]([CH3:10])[CH:3]=1, predict the reactants needed to synthesize it. (6) Given the product [CH:1]([C:4]1[C:8]([CH2:9][CH2:10][CH2:11][CH2:12][O:13][C:25]2[CH:30]=[CH:29][CH:28]=[CH:27][C:26]=2[CH2:31][C:32]([OH:34])=[O:33])=[CH:7][N:6]([C:14]2[CH:19]=[CH:18][C:17]([C:20]([F:22])([F:21])[F:23])=[CH:16][N:15]=2)[N:5]=1)([CH3:3])[CH3:2], predict the reactants needed to synthesize it. The reactants are: [CH:1]([C:4]1[C:8]([CH2:9][CH2:10][CH2:11][CH2:12][OH:13])=[CH:7][N:6]([C:14]2[CH:19]=[CH:18][C:17]([C:20]([F:23])([F:22])[F:21])=[CH:16][N:15]=2)[N:5]=1)([CH3:3])[CH3:2].O[C:25]1[CH:30]=[CH:29][CH:28]=[CH:27][C:26]=1[CH2:31][C:32]([O:34]C)=[O:33].C(P(CCCC)CCCC)CCC.N(C(N1CCCCC1)=O)=NC(N1CCCCC1)=O. (7) Given the product [NH2:27][C:25]1[CH:26]=[C:21]([CH:22]=[C:23]([F:30])[CH:24]=1)[O:20][C:18]1[C:19]2[C:11]([Cl:10])=[CH:12][N:13]([CH2:47][O:48][CH2:49][CH2:50][Si:51]([CH3:52])([CH3:53])[CH3:54])[C:14]=2[N:15]=[C:16]([NH:31][C:32]2[CH:37]=[CH:36][C:35]([N:38]3[CH2:39][CH2:40][N:41]([CH3:44])[CH2:42][CH2:43]3)=[CH:34][C:33]=2[O:45][CH3:46])[N:17]=1, predict the reactants needed to synthesize it. The reactants are: CN(C)C1C=CC=CC=1.[Cl:10][C:11]1[C:19]2[C:18]([O:20][C:21]3[CH:26]=[C:25]([N+:27]([O-])=O)[CH:24]=[C:23]([F:30])[CH:22]=3)=[N:17][C:16]([NH:31][C:32]3[CH:37]=[CH:36][C:35]([N:38]4[CH2:43][CH2:42][N:41]([CH3:44])[CH2:40][CH2:39]4)=[CH:34][C:33]=3[O:45][CH3:46])=[N:15][C:14]=2[N:13]([CH2:47][O:48][CH2:49][CH2:50][Si:51]([CH3:54])([CH3:53])[CH3:52])[CH:12]=1. (8) Given the product [N+:1]([C:4]1[CH:5]=[C:6]([CH2:7][N:19]2[C:15](=[O:25])[C:16]3[C:17](=[CH:21][CH:22]=[CH:23][CH:24]=3)[C:18]2=[O:20])[CH:9]=[C:10]([N+:12]([O-:14])=[O:13])[CH:11]=1)([O-:3])=[O:2], predict the reactants needed to synthesize it. The reactants are: [N+:1]([C:4]1[CH:5]=[C:6]([CH:9]=[C:10]([N+:12]([O-:14])=[O:13])[CH:11]=1)[CH2:7]Cl)([O-:3])=[O:2].[C:15]1(=[O:25])[NH:19][C:18](=[O:20])[C:17]2=[CH:21][CH:22]=[CH:23][CH:24]=[C:16]12.[K]. (9) Given the product [NH2:36][C:31]1[CH:32]=[CH:33][CH:34]=[CH:35][C:30]=1[NH:37][C:27]([C:19]1[N:20]=[CH:21][C:22]2[C:17]([CH:18]=1)=[CH:16][CH:15]=[C:14]([N:11]1[CH2:10][CH2:9][N:8]([C:6]([O:5][C:1]([CH3:3])([CH3:2])[CH3:4])=[O:7])[CH2:13][CH2:12]1)[C:23]=2[CH:24]1[CH2:25][CH2:26]1)=[O:29], predict the reactants needed to synthesize it. The reactants are: [C:1]([O:5][C:6]([N:8]1[CH2:13][CH2:12][N:11]([C:14]2[C:23]([CH:24]3[CH2:26][CH2:25]3)=[C:22]3[C:17]([CH:18]=[C:19]([C:27]([OH:29])=O)[N:20]=[CH:21]3)=[CH:16][CH:15]=2)[CH2:10][CH2:9]1)=[O:7])([CH3:4])([CH3:3])[CH3:2].[C:30]1([NH2:37])[CH:35]=[CH:34][CH:33]=[CH:32][C:31]=1[NH2:36].C1C=NC2N(O)N=NC=2C=1.CCN=C=NCCCN(C)C.CCN(C(C)C)C(C)C.